Dataset: Catalyst prediction with 721,799 reactions and 888 catalyst types from USPTO. Task: Predict which catalyst facilitates the given reaction. (1) The catalyst class is: 109. Reactant: Br[C:2]1[N:3]([CH2:9][CH2:10][CH2:11][CH3:12])[C:4]([Cl:8])=[C:5]([Cl:7])[N:6]=1.[CH3:13][C:14]1[CH:19]=[CH:18][CH:17]=[C:16]([CH3:20])[C:15]=1B(O)O. Product: [CH2:9]([N:3]1[C:4]([Cl:8])=[C:5]([Cl:7])[N:6]=[C:2]1[C:15]1[C:16]([CH3:20])=[CH:17][CH:18]=[CH:19][C:14]=1[CH3:13])[CH2:10][CH2:11][CH3:12]. (2) Reactant: Cl.[CH3:2][O:3][C:4]1[CH:9]=[CH:8][C:7]([N:10]2[C:14]([C:15]3[CH:24]=[CH:23][C:18]([O:19][CH2:20][CH2:21][NH2:22])=[CH:17][CH:16]=3)=[CH:13][C:12]([C:25]([F:28])([F:27])[F:26])=[N:11]2)=[CH:6][CH:5]=1.C([O-])(=O)C.[Na+].[O-:34][C:35]#[N:36].[K+]. Product: [CH3:2][O:3][C:4]1[CH:5]=[CH:6][C:7]([N:10]2[C:14]([C:15]3[CH:24]=[CH:23][C:18]([O:19][CH2:20][CH2:21][NH:22][C:35]([NH2:36])=[O:34])=[CH:17][CH:16]=3)=[CH:13][C:12]([C:25]([F:28])([F:26])[F:27])=[N:11]2)=[CH:8][CH:9]=1. The catalyst class is: 35. (3) Reactant: [C:1]([NH:8][CH2:9][C:10]([OH:12])=O)([O:3][C:4]([CH3:7])([CH3:6])[CH3:5])=[O:2].[CH2:13]1[CH2:18][CH2:17][CH:16]([N:19]=C=[N:19][CH:16]2[CH2:17][CH2:18][CH2:13][CH2:14][CH2:15]2)[CH2:15][CH2:14]1.NC1C=CC=CC=1. Product: [C:16]1([NH:19][C:10]([CH2:9][NH:8][C:1](=[O:2])[O:3][C:4]([CH3:5])([CH3:6])[CH3:7])=[O:12])[CH:17]=[CH:18][CH:13]=[CH:14][CH:15]=1. The catalyst class is: 4. (4) Reactant: Br[C:2]1[S:3][CH:4]=[CH:5][N:6]=1.[O:7]=[C:8]1[C:16]2[C:11](=[CH:12][CH:13]=[CH:14][CH:15]=2)[C:10](=[O:17])[N:9]1[CH2:18][CH2:19][CH2:20][CH2:21][CH:22]=[O:23].[Cl-].[NH4+]. Product: [OH:23][CH:22]([C:2]1[S:3][CH:4]=[CH:5][N:6]=1)[CH2:21][CH2:20][CH2:19][CH2:18][N:9]1[C:8](=[O:7])[C:16]2[C:11](=[CH:12][CH:13]=[CH:14][CH:15]=2)[C:10]1=[O:17]. The catalyst class is: 7. (5) Reactant: CN([P+](ON1N=[N:19][C:14]2[CH:15]=[CH:16][CH:17]=[CH:18][C:13]1=2)(N(C)C)N(C)C)C.F[P-](F)(F)(F)(F)F.C([N:31]([CH2:35]C)[CH:32]([CH3:34])[CH3:33])(C)C.Cl.CNOC.CN(C(OCC1C2C(=CC=CC=2)C2C1=CC=CC=2)=O)[C@H](C(O)=O)C[O:46][CH2:47][C:48]1[CH:53]=[CH:52][CH:51]=[CH:50][CH:49]=1.[H-].[Li+].[Al+3].[H-].[H-].[H-].[Cl-].[NH4+].NC1C=C2C([CH:87]=[C:88]([C:94]3[CH:99]=[CH:98][CH:97]=[CH:96][C:95]=3[C:100]([F:103])([F:102])[F:101])[NH:89][C:90]2=[O:93])=CC=1.C([BH3-])#N.[Na+].C(=O)(O)[O-].[Na+].N1CCCCC1. Product: [CH2:47]([O:46][CH2:34][C@H:32]([NH:31][CH3:35])[CH2:33][NH:19][C:14]1[CH:13]=[C:18]2[C:17]([CH:87]=[C:88]([C:94]3[CH:99]=[CH:98][CH:97]=[CH:96][C:95]=3[C:100]([F:101])([F:102])[F:103])[NH:89][C:90]2=[O:93])=[CH:16][CH:15]=1)[C:48]1[CH:53]=[CH:52][CH:51]=[CH:50][CH:49]=1. The catalyst class is: 411. (6) Reactant: [O:1]=[C:2]([N:20]1[CH2:24][CH2:23][CH2:22][CH2:21]1)[C@@H:3]([NH:6][CH2:7][C:8]1[CH:13]=[CH:12][N:11]=[C:10]2[NH:14][CH:15]=[C:16]([C:17](O)=[O:18])[C:9]=12)[CH2:4][CH3:5].CN(C(ON1N=NC2C=CC=NC1=2)=[N+](C)C)C.F[P-](F)(F)(F)(F)F.CN1CCOCC1. Product: [O:1]=[C:2]([N:20]1[CH2:24][CH2:23][CH2:22][CH2:21]1)[C@@H:3]([N:6]1[C:17](=[O:18])[C:16]2=[CH:15][NH:14][C:10]3[C:9]2=[C:8]([CH:13]=[CH:12][N:11]=3)[CH2:7]1)[CH2:4][CH3:5]. The catalyst class is: 9.